From a dataset of Full USPTO retrosynthesis dataset with 1.9M reactions from patents (1976-2016). Predict the reactants needed to synthesize the given product. (1) Given the product [CH2:1]([O:3][C:4]([C:6]1[CH:7]=[C:8]2[N:13]([C:14]=1[C:15]1[CH:16]=[N:17][C:18]([CH3:21])=[CH:19][CH:20]=1)[CH:12]=[CH:11][C:10]([CH2:22][N:28]=[N+:29]=[N-:30])=[CH:9]2)=[O:5])[CH3:2], predict the reactants needed to synthesize it. The reactants are: [CH2:1]([O:3][C:4]([C:6]1[CH:7]=[C:8]2[N:13]([C:14]=1[C:15]1[CH:16]=[N:17][C:18]([CH3:21])=[CH:19][CH:20]=1)[CH:12]=[CH:11][C:10]([CH2:22]OS(C)(=O)=O)=[CH:9]2)=[O:5])[CH3:2].[N-:28]=[N+:29]=[N-:30].[Na+]. (2) Given the product [C:37]([O:36][C:34]([N:31]1[C:32]2[C:27](=[CH:26][CH:25]=[C:24]([C:2]3[S:3][C:4]([CH2:12][CH2:13][CH2:14][Cl:15])=[C:5]([C:7]([O:9][CH2:10][CH3:11])=[O:8])[N:6]=3)[CH:33]=2)[CH2:28][CH2:29][CH2:30]1)=[O:35])([CH3:40])([CH3:38])[CH3:39], predict the reactants needed to synthesize it. The reactants are: Br[C:2]1[S:3][C:4]([CH2:12][CH2:13][CH2:14][Cl:15])=[C:5]([C:7]([O:9][CH2:10][CH3:11])=[O:8])[N:6]=1.CC1(C)C(C)(C)OB([C:24]2[CH:33]=[C:32]3[C:27]([CH2:28][CH2:29][CH2:30][N:31]3[C:34]([O:36][C:37]([CH3:40])([CH3:39])[CH3:38])=[O:35])=[CH:26][CH:25]=2)O1.[Cl-].[Li+].C(=O)([O-])[O-].[Cs+].[Cs+]. (3) Given the product [Br:1][C:2]1[CH:7]=[CH:6][CH:5]=[CH:4][C:3]=1[S:8][CH2:10][CH:11]1[O:15][CH2:14][CH2:13][O:12]1, predict the reactants needed to synthesize it. The reactants are: [Br:1][C:2]1[CH:7]=[CH:6][CH:5]=[CH:4][C:3]=1[SH:8].Br[CH2:10][CH:11]1[O:15][CH2:14][CH2:13][O:12]1.C(=O)([O-])[O-].[K+].[K+].O. (4) Given the product [CH3:28][O:27][C:26]1[C:21]([C:8]2[CH:9]=[CH:10][C:5]([S:2](=[O:4])(=[O:3])[NH2:1])=[CH:6][CH:7]=2)=[CH:22][C:23]([C:29]2[S:33][C:32]([C:34]([OH:36])=[O:35])=[N:31][C:30]=2[CH3:39])=[CH:24][CH:25]=1, predict the reactants needed to synthesize it. The reactants are: [NH2:1][S:2]([C:5]1[CH:10]=[CH:9][C:8](B(O)O)=[CH:7][CH:6]=1)(=[O:4])=[O:3].C(=O)([O-])[O-].[K+].[K+].Br[C:21]1[CH:22]=[C:23]([C:29]2[S:33][C:32]([C:34]([O:36]CC)=[O:35])=[N:31][C:30]=2[CH3:39])[CH:24]=[CH:25][C:26]=1[O:27][CH3:28].C(O)C. (5) Given the product [CH2:1]([N:4]1[C:9](=[O:10])[C:8]([Br:11])=[N:7][N:6]([C:21]2[CH:22]=[C:17]([NH:16][C:13](=[O:15])[CH3:14])[CH:18]=[CH:19][CH:20]=2)[C:5]1=[O:12])[CH:2]=[CH2:3], predict the reactants needed to synthesize it. The reactants are: [CH2:1]([N:4]1[C:9](=[O:10])[C:8]([Br:11])=[N:7][NH:6][C:5]1=[O:12])[CH:2]=[CH2:3].[C:13]([NH:16][C:17]1[CH:18]=[C:19](B(O)O)[CH:20]=[CH:21][CH:22]=1)(=[O:15])[CH3:14].N1C=CC=CC=1. (6) Given the product [CH3:3][O:4][C:5]1[C:10]2[O:11][CH2:12][CH2:13][CH2:14][O:15][C:9]=2[C:8]([C:16]([OH:18])=[O:17])=[CH:7][CH:6]=1, predict the reactants needed to synthesize it. The reactants are: [OH-].[Na+].[CH3:3][O:4][C:5]1[C:10]2[O:11][CH2:12][CH2:13][CH2:14][O:15][C:9]=2[C:8]([C:16]([O:18]C)=[O:17])=[CH:7][CH:6]=1. (7) Given the product [C:55]1([C@H:54]([NH:61][C:43]([C:42]2[CH:47]=[CH:48][CH:49]=[C:40]([C:9]3[C:10]4[C:15](=[CH:14][CH:13]=[C:12]([C:16]5[N:20]=[CH:19][N:18]([C:21]([C:22]6[CH:23]=[CH:24][CH:25]=[CH:26][CH:27]=6)([C:28]6[CH:33]=[CH:32][CH:31]=[CH:30][CH:29]=6)[C:34]6[CH:39]=[CH:38][CH:37]=[CH:36][CH:35]=6)[N:17]=5)[CH:11]=4)[N:7]([CH:2]4[CH2:3][CH2:4][CH2:5][CH2:6][O:1]4)[N:8]=3)[CH:41]=2)=[O:45])[CH3:53])[CH:60]=[CH:59][CH:58]=[CH:57][CH:56]=1, predict the reactants needed to synthesize it. The reactants are: [O:1]1[CH2:6][CH2:5][CH2:4][CH2:3][CH:2]1[N:7]1[C:15]2[C:10](=[CH:11][C:12]([C:16]3[N:20]=[CH:19][N:18]([C:21]([C:34]4[CH:39]=[CH:38][CH:37]=[CH:36][CH:35]=4)([C:28]4[CH:33]=[CH:32][CH:31]=[CH:30][CH:29]=4)[C:22]4[CH:27]=[CH:26][CH:25]=[CH:24][CH:23]=4)[N:17]=3)=[CH:13][CH:14]=2)[C:9]([C:40]2[CH:41]=[C:42]([CH:47]=[CH:48][CH:49]=2)[C:43]([O:45]C)=O)=[N:8]1.O.[OH-].[Li+].[CH3:53][C@@H:54]([NH2:61])[C:55]1[CH:60]=[CH:59][CH:58]=[CH:57][CH:56]=1.O.ON1C2C=CC=CC=2N=N1.Cl.CN(C)CCCN=C=NCC. (8) Given the product [CH2:13]([O:16][C:17]1[CH:18]=[C:19]([CH:29]=[CH:30][CH:31]=1)[O:20][C:21]1[CH:28]=[CH:27][C:24]([CH2:25][NH:7][C:6]2[CH:8]=[CH:9][CH:10]=[C:4]([N+:1]([O-:3])=[O:2])[C:5]=2[CH:11]=[CH2:12])=[CH:23][CH:22]=1)[CH:14]=[CH2:15], predict the reactants needed to synthesize it. The reactants are: [N+:1]([C:4]1[C:5]([CH:11]=[CH2:12])=[C:6]([CH:8]=[CH:9][CH:10]=1)[NH2:7])([O-:3])=[O:2].[CH2:13]([O:16][C:17]1[CH:18]=[C:19]([CH:29]=[CH:30][CH:31]=1)[O:20][C:21]1[CH:28]=[CH:27][C:24]([CH:25]=O)=[CH:23][CH:22]=1)[CH:14]=[CH2:15].